This data is from Forward reaction prediction with 1.9M reactions from USPTO patents (1976-2016). The task is: Predict the product of the given reaction. (1) Given the reactants S1C=CC=C1.ClCCC(Cl)=O.[Sn](Cl)(Cl)(Cl)Cl.[Cl:17][CH2:18][CH2:19][C:20]([C:22]1[S:23][CH:24]=[CH:25][CH:26]=1)=[O:21].[BH4-].[Na+].ClCCC(C1SC=CC=1)O.C(OC=C)(=O)CCC, predict the reaction product. The product is: [Cl:17][CH2:18][CH2:19][C@@H:20]([C:22]1[S:23][CH:24]=[CH:25][CH:26]=1)[OH:21]. (2) The product is: [Cl:37][C:5]1[C:4]([CH3:29])=[N:3][N:2]([CH3:1])[C:6]=1[CH2:7][NH:8][C:9]1[C:10](=[O:28])[N:11]([CH3:27])[N:12]=[C:13]([O:15][CH2:16][C@H:17]2[CH2:19][C@@H:18]2[C:20]2[CH:25]=[CH:24][C:23]([CH3:26])=[CH:22][N:21]=2)[CH:14]=1. Given the reactants [CH3:1][N:2]1[C:6]([CH2:7][NH:8][C:9]2[C:10](=[O:28])[N:11]([CH3:27])[N:12]=[C:13]([O:15][CH2:16][C@H:17]3[CH2:19][C@@H:18]3[C:20]3[CH:25]=[CH:24][C:23]([CH3:26])=[CH:22][N:21]=3)[CH:14]=2)=[CH:5][C:4]([CH3:29])=[N:3]1.C1C(=O)N([Cl:37])C(=O)C1, predict the reaction product. (3) Given the reactants [C:1]([O:4][C@@H:5]1[C@@H:18]([O:19][C:20](=[O:22])[CH3:21])[C@H:17]([O:23][C:24](=[O:26])[CH3:25])[CH2:16][S:15][C@H:6]1[O:7][C:8]1[CH:13]=[CH:12][C:11](I)=[CH:10][CH:9]=1)(=[O:3])[CH3:2].[N:27]1[CH:32]=[CH:31][CH:30]=[C:29](B(O)O)[CH:28]=1, predict the reaction product. The product is: [C:1]([O:4][C@@H:5]1[C@@H:18]([O:19][C:20](=[O:22])[CH3:21])[C@H:17]([O:23][C:24](=[O:26])[CH3:25])[CH2:16][S:15][C@H:6]1[O:7][C:8]1[CH:13]=[CH:12][C:11]([C:29]2[CH:28]=[N:27][CH:32]=[CH:31][CH:30]=2)=[CH:10][CH:9]=1)(=[O:3])[CH3:2]. (4) Given the reactants [F:1][C:2]1[CH:7]=[CH:6][C:5]([C:8]2[O:9][C:10]3[CH:18]=[C:17]([N:19]([CH2:24][C:25]4[CH:30]=[CH:29][C:28]([O:31][CH3:32])=[CH:27][CH:26]=4)[S:20]([CH3:23])(=[O:22])=[O:21])[C:16]([O:33][CH:34]([CH3:36])[CH3:35])=[CH:15][C:11]=3[C:12]=2[CH2:13][OH:14])=[CH:4][CH:3]=1.C[N+]1([O-])CCOCC1, predict the reaction product. The product is: [F:1][C:2]1[CH:7]=[CH:6][C:5]([C:8]2[O:9][C:10]3[CH:18]=[C:17]([N:19]([CH2:24][C:25]4[CH:26]=[CH:27][C:28]([O:31][CH3:32])=[CH:29][CH:30]=4)[S:20]([CH3:23])(=[O:22])=[O:21])[C:16]([O:33][CH:34]([CH3:36])[CH3:35])=[CH:15][C:11]=3[C:12]=2[CH:13]=[O:14])=[CH:4][CH:3]=1. (5) Given the reactants [CH3:1][CH:2]([N:4]1[CH2:9][CH2:8][CH:7]([O:10][C:11]2[CH:16]=[CH:15][C:14]([C:17]3[CH2:18][CH2:19][N:20](C(OCC4C=CC=CC=4)=O)[CH2:21][CH:22]=3)=[CH:13][CH:12]=2)[CH2:6][CH2:5]1)[CH3:3], predict the reaction product. The product is: [CH3:3][CH:2]([N:4]1[CH2:5][CH2:6][CH:7]([O:10][C:11]2[CH:16]=[CH:15][C:14]([CH:17]3[CH2:18][CH2:19][NH:20][CH2:21][CH2:22]3)=[CH:13][CH:12]=2)[CH2:8][CH2:9]1)[CH3:1]. (6) Given the reactants Cl.[Cl:2][C:3]1[CH:4]=[CH:5][C:6]([F:17])=[C:7]([C:9]([CH:11]2[CH2:16][CH2:15][NH:14][CH2:13][CH2:12]2)=[O:10])[CH:8]=1.[OH:18][C:19]([C:21]([F:24])([F:23])[F:22])=[O:20].[CH2:25]([N:32]1[CH2:41][CH2:40][C:39]2[C:34](=[N:35][C:36](Cl)=[C:37]([NH:42][CH:43]([CH3:45])[CH3:44])[N:38]=2)[CH2:33]1)[C:26]1[CH:31]=[CH:30][CH:29]=[CH:28][CH:27]=1.CC(C)([O-])C.[Na+], predict the reaction product. The product is: [CH2:25]([N:32]1[CH2:41][CH2:40][C:39]2[C:34](=[N:35][C:36]([N:14]3[CH2:13][CH2:12][CH:11]([C:9]([C:7]4[CH:8]=[C:3]([Cl:2])[CH:4]=[CH:5][C:6]=4[F:17])=[O:10])[CH2:16][CH2:15]3)=[C:37]([NH:42][CH:43]([CH3:45])[CH3:44])[N:38]=2)[CH2:33]1)[C:26]1[CH:27]=[CH:28][CH:29]=[CH:30][CH:31]=1.[C:19]([OH:20])([C:21]([F:24])([F:23])[F:22])=[O:18]. (7) Given the reactants [CH2:1]([C:3]1[C:4]([NH:23][CH:24]([CH3:28])[CH2:25][CH2:26][OH:27])=[N:5][C:6]([CH2:21][CH3:22])=[C:7]([C:9]2[C:18]([O:19][CH3:20])=[CH:17][C:16]3[CH2:15][CH2:14][CH2:13][CH2:12][C:11]=3[CH:10]=2)[N:8]=1)[CH3:2].N1C=CC=CC=1.[C:35](Cl)(=[O:37])[CH3:36], predict the reaction product. The product is: [C:35]([O:27][CH2:26][CH2:25][CH:24]([NH:23][C:4]1[C:3]([CH2:1][CH3:2])=[N:8][C:7]([C:9]2[C:18]([O:19][CH3:20])=[CH:17][C:16]3[CH2:15][CH2:14][CH2:13][CH2:12][C:11]=3[CH:10]=2)=[C:6]([CH2:21][CH3:22])[N:5]=1)[CH3:28])(=[O:37])[CH3:36].